From a dataset of Retrosynthesis with 50K atom-mapped reactions and 10 reaction types from USPTO. Predict the reactants needed to synthesize the given product. (1) Given the product CCCCCCCCCCCCCCCC(=O)OCC(F)(F)Cn1nc(C)c(-c2ccc3c(c2)NC(=O)CO3)c1-c1ccc(F)cc1, predict the reactants needed to synthesize it. The reactants are: CCCCCCCCCCCCCCCC(=O)O.Cc1nn(CC(F)(F)CO)c(-c2ccc(F)cc2)c1-c1ccc2c(c1)NC(=O)CO2. (2) Given the product COc1ccc(CSc2nnc(-c3ccnc(NC(=O)CCc4ccccc4)c3)o2)cc1C#N, predict the reactants needed to synthesize it. The reactants are: COc1ccc(CCl)cc1C#N.O=C(CCc1ccccc1)Nc1cc(-c2nnc(S)o2)ccn1. (3) The reactants are: O=Cc1c(C2CC2)nc2ccc(Cl)nn12. Given the product OCc1c(C2CC2)nc2ccc(Cl)nn12, predict the reactants needed to synthesize it.